From a dataset of Full USPTO retrosynthesis dataset with 1.9M reactions from patents (1976-2016). Predict the reactants needed to synthesize the given product. (1) The reactants are: Br[C:2]1[C:3]([NH:9][C:10]([CH3:15])([CH3:14])[CH2:11][O:12][CH3:13])=[N:4][C:5]([Cl:8])=[N:6][CH:7]=1.[B]1OC2C(=CC=CC=2)O1.[CH2:25]([O:27][C:28]#[CH:29])[CH3:26]. Given the product [Cl:8][C:5]1[N:4]=[C:3]([NH:9][C:10]([CH3:15])([CH3:14])[CH2:11][O:12][CH3:13])[C:2](/[CH:26]=[CH:25]/[O:27][CH2:28][CH3:29])=[CH:7][N:6]=1, predict the reactants needed to synthesize it. (2) Given the product [NH:50]1[C:51]([C:52]2[CH:53]=[CH:54][C:55]([C:58]3([NH:61][C:7](=[O:9])[C:6]4[CH:10]=[C:2]([Cl:1])[CH:3]=[N:4][C:5]=4[N:11]4[CH2:14][CH:13]([O:15][C:16]5[CH:21]=[CH:20][CH:19]=[C:18]([F:22])[CH:17]=5)[CH2:12]4)[CH2:59][CH2:60]3)=[CH:56][CH:57]=2)=[N:47][N:48]=[N:49]1, predict the reactants needed to synthesize it. The reactants are: [Cl:1][C:2]1[CH:3]=[N:4][C:5]([N:11]2[CH2:14][CH:13]([O:15][C:16]3[CH:21]=[CH:20][CH:19]=[C:18]([F:22])[CH:17]=3)[CH2:12]2)=[C:6]([CH:10]=1)[C:7]([OH:9])=O.O.ON1C2C=CC=CC=2N=N1.Cl.C(N=C=NCCCN(C)C)C.Cl.[NH:47]1[C:51]([C:52]2[CH:57]=[CH:56][C:55]([C:58]3([NH2:61])[CH2:60][CH2:59]3)=[CH:54][CH:53]=2)=[N:50][N:49]=[N:48]1.C(N(CC)CC)C. (3) Given the product [C:13]([C:17]1[CH:22]=[CH:21][C:20]([C:6]2[CH:7]=[CH:8][CH:9]=[C:10]([CH3:11])[C:5]=2[CH3:4])=[CH:19][CH:18]=1)([CH3:16])([CH3:15])[CH3:14], predict the reactants needed to synthesize it. The reactants are: [Mg].II.[CH3:4][C:5]1[C:10]([CH3:11])=[CH:9][CH:8]=[CH:7][C:6]=1Cl.[C:13]([C:17]1[CH:22]=[CH:21][C:20](Br)=[CH:19][CH:18]=1)([CH3:16])([CH3:15])[CH3:14].Cl. (4) Given the product [NH2:34][C@@:11]1([CH2:14][C:15]#[C:16][C:17]2[N:22]=[C:21]([CH3:23])[CH:20]=[C:19]([C:24]3[CH:25]=[CH:26][C:27]([C:30]([F:33])([F:32])[F:31])=[CH:28][CH:29]=3)[N:18]=2)[CH2:12][CH2:13][N:9]([CH3:8])[C:10]1=[O:42], predict the reactants needed to synthesize it. The reactants are: FC(F)(F)C(O)=O.[CH3:8][N:9]1[CH2:13][CH2:12][C@@:11]([NH:34]C(=O)OC(C)(C)C)([CH2:14][C:15]#[C:16][C:17]2[N:22]=[C:21]([CH3:23])[CH:20]=[C:19]([C:24]3[CH:29]=[CH:28][C:27]([C:30]([F:33])([F:32])[F:31])=[CH:26][CH:25]=3)[N:18]=2)[C:10]1=[O:42]. (5) Given the product [CH:17]([C:6]1[C:7]2[O:8][C:9]3[CH:16]=[CH:15][C:12]([C:13]#[N:14])=[CH:11][C:10]=3[C:2]=2[CH:3]=[CH:4][C:5]=1[O:21][CH3:22])([CH2:19][CH3:20])[CH3:18], predict the reactants needed to synthesize it. The reactants are: Br[C:2]1[C:7]([O:8][C:9]2[CH:16]=[CH:15][C:12]([C:13]#[N:14])=[CH:11][CH:10]=2)=[C:6]([CH:17]([CH2:19][CH3:20])[CH3:18])[C:5]([O:21][CH3:22])=[CH:4][CH:3]=1.C([O-])(=O)C.[Na+]. (6) Given the product [OH:5][CH:3]([CH3:4])[CH2:2][NH:1][C:14](=[O:20])[C:15]([O:17][CH2:18][CH3:19])=[O:16], predict the reactants needed to synthesize it. The reactants are: [NH2:1][CH2:2][CH:3]([OH:5])[CH3:4].C(N(CC)CC)C.Cl[C:14](=[O:20])[C:15]([O:17][CH2:18][CH3:19])=[O:16].